Dataset: Full USPTO retrosynthesis dataset with 1.9M reactions from patents (1976-2016). Task: Predict the reactants needed to synthesize the given product. (1) Given the product [NH2:1][C:2]1[CH:7]=[CH:6][C:5]([CH:8]2[CH2:13][C:12](=[O:14])[N:11]([CH3:15])[C:10](=[O:16])[CH2:9]2)=[CH:4][C:3]=1[C:32]1[CH2:37][CH2:36][CH2:35][CH2:34][CH:33]=1, predict the reactants needed to synthesize it. The reactants are: [NH2:1][C:2]1[CH:7]=[CH:6][C:5]([CH:8]2[CH2:13][C:12](=[O:14])[N:11]([CH3:15])[C:10](=[O:16])[CH2:9]2)=[CH:4][C:3]=1Br.O1CCOCC1.[O-]P([O-])([O-])=O.[K+].[K+].[K+].[CH:32]1(P([CH:32]2[CH2:37][CH2:36][CH2:35][CH2:34][CH2:33]2)C2C=CC=CC=2C2C=CC=CC=2)[CH2:37][CH2:36][CH2:35][CH2:34][CH2:33]1. (2) Given the product [ClH:17].[O:1]1[CH2:6][CH2:5][CH:4]([NH:8][NH2:9])[CH2:3][CH2:2]1, predict the reactants needed to synthesize it. The reactants are: [O:1]1[CH2:6][CH2:5][C:4](=O)[CH2:3][CH2:2]1.[NH:8](C(OC(C)(C)C)=O)[NH2:9].[ClH:17].O1CCOCC1. (3) The reactants are: Cl[C:2]1[N:3]=[C:4]([N:19]2[CH2:24][CH2:23][O:22][CH2:21][CH2:20]2)[C:5]2[N:11]=[C:10]([CH2:12][N:13]3[CH2:18][CH2:17][O:16][CH2:15][CH2:14]3)[CH:9]=[CH:8][C:6]=2[N:7]=1.[Si]([N:32]1[C:40]2[C:35](=[C:36](B3OC(C)(C)C(C)(C)O3)[C:37]([F:41])=[CH:38][CH:39]=2)[CH:34]=[CH:33]1)(C(C)(C)C)(C)C. Given the product [F:41][C:37]1[C:36]([C:2]2[N:3]=[C:4]([N:19]3[CH2:24][CH2:23][O:22][CH2:21][CH2:20]3)[C:5]3[N:11]=[C:10]([CH2:12][N:13]4[CH2:18][CH2:17][O:16][CH2:15][CH2:14]4)[CH:9]=[CH:8][C:6]=3[N:7]=2)=[C:35]2[C:40](=[CH:39][CH:38]=1)[NH:32][CH:33]=[CH:34]2, predict the reactants needed to synthesize it. (4) Given the product [F:13][C:14]([F:24])([F:25])[O:15][C:16]1[CH:23]=[CH:22][C:19]([CH2:20][C:2]2[CH:3]=[C:4]([CH:9]=[CH:10][N:11]=2)[C:5]([O:7][CH3:8])=[O:6])=[CH:18][CH:17]=1, predict the reactants needed to synthesize it. The reactants are: Cl[C:2]1[CH:3]=[C:4]([CH:9]=[CH:10][N:11]=1)[C:5]([O:7][CH3:8])=[O:6].[Br-].[F:13][C:14]([F:25])([F:24])[O:15][C:16]1[CH:23]=[CH:22][C:19]([CH2:20][Zn+])=[CH:18][CH:17]=1.Cl. (5) Given the product [CH3:43][C:22]1[CH:23]=[C:24]([NH:27][C:28]2[C:29]3[CH:37]=[C:36]([N:38]4[CH2:42][CH2:41][CH2:40][CH2:39]4)[N:35]=[CH:34][C:30]=3[N:31]=[CH:32][N:33]=2)[CH:25]=[CH:26][C:21]=1[O:20][C:16]1[CH:15]=[C:14]([CH:19]=[CH:18][CH:17]=1)[C:13]([OH:44])=[O:12], predict the reactants needed to synthesize it. The reactants are: FC(F)(F)C(O)=O.C([O:12][C:13](=[O:44])[C:14]1[CH:19]=[CH:18][CH:17]=[C:16]([O:20][C:21]2[CH:26]=[CH:25][C:24]([NH:27][C:28]3[C:29]4[CH:37]=[C:36]([N:38]5[CH2:42][CH2:41][CH2:40][CH2:39]5)[N:35]=[CH:34][C:30]=4[N:31]=[CH:32][N:33]=3)=[CH:23][C:22]=2[CH3:43])[CH:15]=1)(C)(C)C. (6) Given the product [CH2:9]([CH:8]1[C:7]2[C:2](=[CH:3][N:4]=[CH:5][CH:6]=2)[Si:19]([CH3:21])([CH3:20])[O:13]1)[CH2:10][CH2:11][CH3:12], predict the reactants needed to synthesize it. The reactants are: Br[C:2]1[CH:3]=[N:4][CH:5]=[CH:6][C:7]=1[CH:8]([OH:13])[CH2:9][CH2:10][CH2:11][CH3:12].[Li]CCCC.[SiH:19](Cl)([CH3:21])[CH3:20]. (7) Given the product [ClH:33].[O:22]=[C:10]1[NH:11][C:12]2[C:13]3[CH2:21][CH2:20][CH2:19][CH2:18][C:14]=3[CH:15]=[CH:16][C:17]=2[N:8]([C:4]2[CH:3]=[C:2]([NH:1][S:30]([C:26]3[CH:25]=[N:24][CH:29]=[CH:28][CH:27]=3)(=[O:32])=[O:31])[CH:7]=[CH:6][CH:5]=2)[C:9]1=[O:23], predict the reactants needed to synthesize it. The reactants are: [NH2:1][C:2]1[CH:3]=[C:4]([N:8]2[C:17]3[CH:16]=[CH:15][C:14]4[CH2:18][CH2:19][CH2:20][CH2:21][C:13]=4[C:12]=3[NH:11][C:10](=[O:22])[C:9]2=[O:23])[CH:5]=[CH:6][CH:7]=1.[N:24]1[CH:29]=[CH:28][CH:27]=[C:26]([S:30]([Cl:33])(=[O:32])=[O:31])[CH:25]=1. (8) Given the product [Br:1][C:2]1[CH:9]=[CH:8][C:5]([CH2:6][N:15]2[CH2:14][CH2:13][N:12]([C:18]([O:20][C:21]([CH3:24])([CH3:23])[CH3:22])=[O:19])[CH2:17][CH2:16]2)=[C:4]([O:10][CH3:11])[CH:3]=1, predict the reactants needed to synthesize it. The reactants are: [Br:1][C:2]1[CH:9]=[CH:8][C:5]([CH:6]=O)=[C:4]([O:10][CH3:11])[CH:3]=1.[N:12]1([C:18]([O:20][C:21]([CH3:24])([CH3:23])[CH3:22])=[O:19])[CH2:17][CH2:16][NH:15][CH2:14][CH2:13]1.ClCCl.C(O[BH-](OC(=O)C)OC(=O)C)(=O)C.[Na+].